From a dataset of Forward reaction prediction with 1.9M reactions from USPTO patents (1976-2016). Predict the product of the given reaction. (1) Given the reactants [Cl:1][C:2]1[CH:11]=[CH:10][C:9]2[C:4](=[C:5](OS(C(F)(F)F)(=O)=O)[N:6]=[CH:7][CH:8]=2)[N:3]=1.[NH2:20][C:21]1[S:22][CH:23]=[C:24]([CH3:26])[N:25]=1, predict the reaction product. The product is: [Cl:1][C:2]1[CH:11]=[CH:10][C:9]2[C:4](=[C:5]([NH:20][C:21]3[S:22][CH:23]=[C:24]([CH3:26])[N:25]=3)[N:6]=[CH:7][CH:8]=2)[N:3]=1. (2) Given the reactants Cl[C:2]1[N:7]=[C:6]([CH2:8][CH2:9][C:10]2[CH:15]=[CH:14][CH:13]=[CH:12][C:11]=2[C:16]2([C:19]([NH2:21])=[O:20])[CH2:18][CH2:17]2)[C:5]([Cl:22])=[CH:4][N:3]=1.[NH2:23][C:24]1[CH:29]=[CH:28][CH:27]=[CH:26][CH:25]=1.C1(C)C=CC(S(O)(=O)=O)=CC=1, predict the reaction product. The product is: [Cl:22][C:5]1[C:6]([CH2:8][CH2:9][C:10]2[CH:15]=[CH:14][CH:13]=[CH:12][C:11]=2[C:16]2([C:19]([NH2:21])=[O:20])[CH2:18][CH2:17]2)=[N:7][C:2]([NH:23][C:24]2[CH:29]=[CH:28][CH:27]=[CH:26][CH:25]=2)=[N:3][CH:4]=1. (3) Given the reactants [CH2:1]([O:3][C:4]([C:6]1[CH:7]=[N:8][C:9]2[C:14]([C:15]=1Cl)=[CH:13][CH:12]=[CH:11][C:10]=2[O:17][CH3:18])=[O:5])[CH3:2].[CH:19]1([NH2:22])[CH2:21][CH2:20]1, predict the reaction product. The product is: [CH2:1]([O:3][C:4]([C:6]1[CH:7]=[N:8][C:9]2[C:14]([C:15]=1[NH:22][CH:19]1[CH2:21][CH2:20]1)=[CH:13][CH:12]=[CH:11][C:10]=2[O:17][CH3:18])=[O:5])[CH3:2]. (4) Given the reactants [Si]([O:8][CH2:9][C@@H:10]1[O:14][C:13]([CH3:16])([CH3:15])[O:12][C@H:11]1[CH2:17][N:18]1[C:28]2=[C:29]3[C:24](=[CH:25][CH:26]=[CH:27]2)[C:23]([CH3:31])([CH3:30])[CH2:22][CH2:21][N:20]3[C:19]1=[O:32])(C(C)(C)C)(C)C, predict the reaction product. The product is: [OH:8][CH2:9][C@@H:10]1[O:14][C:13]([CH3:16])([CH3:15])[O:12][C@H:11]1[CH2:17][N:18]1[C:28]2=[C:29]3[C:24](=[CH:25][CH:26]=[CH:27]2)[C:23]([CH3:31])([CH3:30])[CH2:22][CH2:21][N:20]3[C:19]1=[O:32].